This data is from Catalyst prediction with 721,799 reactions and 888 catalyst types from USPTO. The task is: Predict which catalyst facilitates the given reaction. (1) Reactant: C(Cl)(=O)C(Cl)=O.CS(C)=O.[F:11][CH:12]([F:33])[O:13][C:14]1[CH:19]=[CH:18][C:17]([CH:20]([OH:32])[CH:21]2[CH2:24][N:23]([C:25]([O:27][C:28]([CH3:31])([CH3:30])[CH3:29])=[O:26])[CH2:22]2)=[CH:16][CH:15]=1.C(N(CC)CC)C. Product: [F:33][CH:12]([F:11])[O:13][C:14]1[CH:19]=[CH:18][C:17]([C:20]([CH:21]2[CH2:24][N:23]([C:25]([O:27][C:28]([CH3:29])([CH3:30])[CH3:31])=[O:26])[CH2:22]2)=[O:32])=[CH:16][CH:15]=1. The catalyst class is: 2. (2) Reactant: [NH2:1][C:2]1[C:3]2[N:4]([C:8]([CH:26]3[CH2:29][C:28](CO)([OH:30])[CH2:27]3)=[N:9][C:10]=2[C:11]2[CH:16]=[CH:15][CH:14]=[C:13]([O:17][CH2:18][C:19]34[O:25][CH:22]([CH2:23][CH2:24]3)[CH2:21][CH2:20]4)[CH:12]=2)[CH:5]=[CH:6][N:7]=1.O. Product: [NH2:1][C:2]1[C:3]2[N:4]([C:8]([CH:26]3[CH2:29][C:28](=[O:30])[CH2:27]3)=[N:9][C:10]=2[C:11]2[CH:16]=[CH:15][CH:14]=[C:13]([O:17][CH2:18][C:19]34[O:25][CH:22]([CH2:23][CH2:24]3)[CH2:21][CH2:20]4)[CH:12]=2)[CH:5]=[CH:6][N:7]=1. The catalyst class is: 1. (3) Reactant: [CH3:1][C:2]1[C:10]2[C:9]([CH2:11][N:12]3[C:16]4[CH:17]=[CH:18][CH:19]=[CH:20][C:15]=4[N:14]([CH2:21][CH2:22][C:23](O)=[O:24])[C:13]3=[O:26])=[CH:8][S:7][C:6]=2[CH:5]=[CH:4][CH:3]=1.C(N1C=CN=C1)(N1C=CN=C1)=O.[C:39]1([S:45]([NH2:48])(=[O:47])=[O:46])[CH:44]=[CH:43][CH:42]=[CH:41][CH:40]=1.N12CCCN=C1CCCCC2.Cl. Product: [CH3:1][C:2]1[C:10]2[C:9]([CH2:11][N:12]3[C:16]4[CH:17]=[CH:18][CH:19]=[CH:20][C:15]=4[N:14]([CH2:21][CH2:22][C:23]([NH:48][S:45]([C:39]4[CH:44]=[CH:43][CH:42]=[CH:41][CH:40]=4)(=[O:47])=[O:46])=[O:24])[C:13]3=[O:26])=[CH:8][S:7][C:6]=2[CH:5]=[CH:4][CH:3]=1. The catalyst class is: 20. (4) Reactant: Cl[C:2]1[C:11]2[CH2:10][CH2:9][CH2:8][CH2:7][C:6]=2[N:5]=[C:4]([NH2:12])[N:3]=1.C(N(CC)CC)C.CN(C)C=O.Cl.[CH2:26]([O:28][C:29](=[O:33])[CH:30]([NH2:32])[CH3:31])[CH3:27]. Product: [NH2:12][C:4]1[N:3]=[C:2]([NH:32][CH:30]([CH3:31])[C:29]([O:28][CH2:26][CH3:27])=[O:33])[C:11]2[CH2:10][CH2:9][CH2:8][CH2:7][C:6]=2[N:5]=1. The catalyst class is: 6.